Dataset: Full USPTO retrosynthesis dataset with 1.9M reactions from patents (1976-2016). Task: Predict the reactants needed to synthesize the given product. (1) Given the product [Br-:24].[C:10]([C:9]([C:18]1[CH:19]=[CH:20][CH:21]=[CH:22][CH:23]=1)([C:12]1[CH:13]=[CH:14][CH:15]=[CH:16][CH:17]=1)[C:4]12[CH2:5][CH2:6][N+:1]([CH2:25][CH2:26][CH2:27][OH:28])([CH2:2][CH2:3]1)[CH2:8][CH2:7]2)#[N:11], predict the reactants needed to synthesize it. The reactants are: [N:1]12[CH2:8][CH2:7][C:4]([C:9]([C:18]3[CH:23]=[CH:22][CH:21]=[CH:20][CH:19]=3)([C:12]3[CH:17]=[CH:16][CH:15]=[CH:14][CH:13]=3)[C:10]#[N:11])([CH2:5][CH2:6]1)[CH2:3][CH2:2]2.[Br:24][CH2:25][CH2:26][CH2:27][OH:28]. (2) Given the product [Br:1][C:2]1[CH:9]=[CH:8][C:5]([CH2:6][N:10]2[CH2:15][CH2:14][O:13][CH2:12][CH2:11]2)=[CH:4][CH:3]=1, predict the reactants needed to synthesize it. The reactants are: [Br:1][C:2]1[CH:9]=[CH:8][C:5]([CH2:6]Br)=[CH:4][CH:3]=1.[NH:10]1[CH2:15][CH2:14][O:13][CH2:12][CH2:11]1. (3) Given the product [Br:1][C:2]1[CH:3]=[C:4]([CH3:12])[C:5]2[N:9]=[C:8]([CH3:10])[N:7]([CH2:14][C:15]3[CH:20]=[CH:19][C:18]([O:21][CH2:22][CH3:23])=[CH:17][C:16]=3[Cl:24])[C:6]=2[CH:11]=1, predict the reactants needed to synthesize it. The reactants are: [Br:1][C:2]1[CH:3]=[C:4]([CH3:12])[C:5]2[N:9]=[C:8]([CH3:10])[NH:7][C:6]=2[CH:11]=1.Br[CH2:14][C:15]1[CH:20]=[CH:19][C:18]([O:21][CH2:22][CH3:23])=[CH:17][C:16]=1[Cl:24]. (4) Given the product [Br:1][C:2]1[C:10]2[C:6](=[C:7]([C:43]([OH:47])([CH2:44][CH2:45][CH3:46])[CH2:42][CH2:41][CH3:40])[N:8]([CH3:11])[N:9]=2)[CH:5]=[CH:4][CH:3]=1, predict the reactants needed to synthesize it. The reactants are: [Br:1][C:2]1[C:10]2[C:6](=[CH:7][N:8]([CH3:11])[N:9]=2)[CH:5]=[CH:4][CH:3]=1.C([N-]C(C)C)(C)C.[Li+].CCCCCCC.C(C1C=CC=CC=1)C.C1COCC1.[CH3:40][CH2:41][CH2:42][C:43](=[O:47])[CH2:44][CH2:45][CH3:46].C([O-])(O)=O.[Na+]. (5) Given the product [CH2:1]([C:4]1([N:14]2[CH:27]=[CH:26][CH:25]=[N:15]2)[CH2:13][C:8]2([CH2:12][CH2:11][CH2:10][CH2:9]2)[O:7][CH2:6][CH2:5]1)[CH:2]=[CH2:3], predict the reactants needed to synthesize it. The reactants are: [CH2:1]([C:4]1([NH:14][NH2:15])[CH2:13][C:8]2([CH2:12][CH2:11][CH2:10][CH2:9]2)[O:7][CH2:6][CH2:5]1)[CH:2]=[CH2:3].CCN(CC)CC.CN(C)[CH:25]=[CH:26][CH:27]=O. (6) Given the product [CH3:1][O:2][C:3]1[CH:18]=[CH:17][C:6]([O:7][C:8]2[CH:9]=[C:10]3[C:14](=[CH:15][CH:16]=2)[N:13]([C:23]2[CH:22]=[N:21][CH:26]=[CH:25][CH:24]=2)[N:12]=[CH:11]3)=[CH:5][CH:4]=1.[CH3:1][O:2][C:3]1[CH:18]=[CH:17][C:6]([O:7][C:8]2[CH:16]=[CH:15][C:14]3[C:10](=[CH:11][N:12]([C:32]4[CH:31]=[N:30][CH:35]=[CH:34][CH:33]=4)[N:13]=3)[CH:9]=2)=[CH:5][CH:4]=1, predict the reactants needed to synthesize it. The reactants are: [CH3:1][O:2][C:3]1[CH:18]=[CH:17][C:6]([O:7][C:8]2[CH:9]=[C:10]3[C:14](=[CH:15][CH:16]=2)[NH:13][N:12]=[CH:11]3)=[CH:5][CH:4]=1.O=O.[N:21]1[CH:26]=[CH:25][CH:24]=[C:23](B(O)O)[CH:22]=1.[N:30]1[CH:35]=[CH:34][CH:33]=[CH:32][CH:31]=1. (7) Given the product [OH:31][CH2:30][C:29]1[C:24]([CH2:23][NH:22][C:19]2[CH:20]=[CH:21][C:16]([C:11]3[CH:12]=[CH:13][CH:14]=[CH:15][C:10]=3[S:7](=[O:9])(=[O:8])[NH2:6])=[CH:17][CH:18]=2)=[CH:25][N:26]=[CH:27][C:28]=1[O:32][CH2:33][C:34]1[CH:35]=[C:36]([CH:37]=[CH:38][CH:39]=1)[C:40]([NH2:41])=[NH:43], predict the reactants needed to synthesize it. The reactants are: Cl.C([NH:6][S:7]([C:10]1[C:11]([C:16]2[CH:21]=[CH:20][C:19]([NH:22][CH2:23][C:24]3[CH:25]=[N:26][C:27](C)=[C:28]([O:32][CH2:33][C:34]4[CH:39]=[CH:38][CH:37]=[C:36]([C:40]#[N:41])[CH:35]=4)[C:29]=3[CH2:30][OH:31])=[CH:18][CH:17]=2)=[CH:12][CH:13]=[CH:14][CH:15]=1)(=[O:9])=[O:8])(C)(C)C.[NH3:43].CO.